Task: Predict which catalyst facilitates the given reaction.. Dataset: Catalyst prediction with 721,799 reactions and 888 catalyst types from USPTO (1) Reactant: CN(C=O)C.C(Cl)(=O)C(Cl)=O.[Cl:12][C:13]1[CH:18]=[C:17]([O:19][C:20]([F:23])([F:22])[F:21])[CH:16]=[CH:15][C:14]=1[N:24]1[C:28]([CH3:29])=[C:27]([C:30](O)=[O:31])[N:26]=[N:25]1.[NH2:33][C:34]1[C:35](=[O:48])[N:36]([C:41]2[CH:46]=[CH:45][CH:44]=[CH:43][C:42]=2[F:47])[N:37]([CH3:40])[C:38]=1[CH3:39].C(N(CC)CC)C.C([O-])(O)=O.[Na+]. Product: [Cl:12][C:13]1[CH:18]=[C:17]([O:19][C:20]([F:21])([F:23])[F:22])[CH:16]=[CH:15][C:14]=1[N:24]1[C:28]([CH3:29])=[C:27]([C:30]([NH:33][C:34]2[C:35](=[O:48])[N:36]([C:41]3[CH:46]=[CH:45][CH:44]=[CH:43][C:42]=3[F:47])[N:37]([CH3:40])[C:38]=2[CH3:39])=[O:31])[N:26]=[N:25]1. The catalyst class is: 2. (2) Reactant: [C:1]([CH2:3][C:4]1([N:15]2[CH:19]=[C:18]([C:20]3[N:25]4[CH:26]=[CH:27][N:28]=[C:24]4[CH:23]=[C:22]([C:29]4[S:33][C:32]([CH3:34])=[N:31][CH:30]=4)[N:21]=3)[CH:17]=[N:16]2)[CH2:7][N:6](C(OC(C)(C)C)=O)[CH2:5]1)#[N:2].Cl.O1CCOCC1.C(N(C(C)C)CC)(C)C.[F:51][C:52]([F:65])([F:64])[S:53](O[S:53]([C:52]([F:65])([F:64])[F:51])(=[O:55])=[O:54])(=[O:55])=[O:54]. Product: [CH3:34][C:32]1[S:33][C:29]([C:22]2[N:21]=[C:20]([C:18]3[CH:17]=[N:16][N:15]([C:4]4([CH2:3][C:1]#[N:2])[CH2:5][N:6]([S:53]([C:52]([F:65])([F:64])[F:51])(=[O:55])=[O:54])[CH2:7]4)[CH:19]=3)[N:25]3[CH:26]=[CH:27][N:28]=[C:24]3[CH:23]=2)=[CH:30][N:31]=1. The catalyst class is: 138. (3) Reactant: [C:1]1([CH2:7][CH2:8][N:9]([CH2:21][C:22]2[CH:31]=[CH:30][C:25]([C:26](OC)=[O:27])=[CH:24][CH:23]=2)[C:10]2[S:11][CH:12]=[C:13]([C:15]3[CH:20]=[CH:19][CH:18]=[CH:17][CH:16]=3)[N:14]=2)[CH:6]=[CH:5][CH:4]=[CH:3][CH:2]=1.C1(C)C=CC=CC=1.[H-].C([Al+]CC(C)C)C(C)C.O.O.O.O.O.O.O.O.O.O.[O-]S([O-])(=O)=O.[Na+].[Na+]. Product: [C:1]1([CH2:7][CH2:8][N:9]([CH2:21][C:22]2[CH:23]=[CH:24][C:25]([CH2:26][OH:27])=[CH:30][CH:31]=2)[C:10]2[S:11][CH:12]=[C:13]([C:15]3[CH:20]=[CH:19][CH:18]=[CH:17][CH:16]=3)[N:14]=2)[CH:6]=[CH:5][CH:4]=[CH:3][CH:2]=1. The catalyst class is: 7.